Binary Classification. Given a drug SMILES string, predict its activity (active/inactive) in a high-throughput screening assay against a specified biological target. From a dataset of Cav3 T-type calcium channel HTS with 100,875 compounds. (1) The compound is Clc1ccc(C(/Nc2c(F)cc(F)cc2)=N\S(=O)(=O)c2ccccc2)cc1. The result is 0 (inactive). (2) The compound is OC(=O)C1C2CC(C1C(=O)NCc1occc1)CC2. The result is 0 (inactive). (3) The drug is s1c2sc(c(c2c(CN2CCOCC2)c1C(OCC)=O)CN1CCOCC1)C(OCC)=O. The result is 0 (inactive). (4) The drug is O=C(N)C1CCN(CC1)CC(=O)Nc1ncccc1. The result is 0 (inactive). (5) The compound is Clc1c(S(=O)(=O)N2CCOCC2)cc(C(=O)N2CCN(CC2)C(OCC)=O)cc1. The result is 0 (inactive). (6) The drug is O=C(N1CCC(CC1)C)Cn1c2c(c(c1)C(=O)c1occc1)cccc2. The result is 0 (inactive).